This data is from Catalyst prediction with 721,799 reactions and 888 catalyst types from USPTO. The task is: Predict which catalyst facilitates the given reaction. (1) Reactant: [F:1][C:2]([F:53])([F:52])[C:3]1[CH:4]=[C:5]([CH:49]=[CH:50][CH:51]=1)[CH2:6][NH:7][C:8]([C:10]1[CH:15]=[CH:14][N:13]=[C:12]([C:16]2[CH:21]=[C:20]([O:22][CH:23]3[CH2:28][CH2:27][O:26][CH2:25][CH2:24]3)[CH:19]=[CH:18][C:17]=2[NH:29][C:30]([C:32]2[CH:33]=[C:34]([CH:46]=[CH:47][CH:48]=2)[CH2:35][S:36][CH2:37][CH2:38][C:39]([O:41]C(C)(C)C)=[O:40])=[O:31])[CH:11]=1)=[O:9].FC(F)(F)C(O)=O. Product: [F:52][C:2]([F:1])([F:53])[C:3]1[CH:4]=[C:5]([CH:49]=[CH:50][CH:51]=1)[CH2:6][NH:7][C:8]([C:10]1[CH:15]=[CH:14][N:13]=[C:12]([C:16]2[CH:21]=[C:20]([O:22][CH:23]3[CH2:28][CH2:27][O:26][CH2:25][CH2:24]3)[CH:19]=[CH:18][C:17]=2[NH:29][C:30]([C:32]2[CH:33]=[C:34]([CH:46]=[CH:47][CH:48]=2)[CH2:35][S:36][CH2:37][CH2:38][C:39]([OH:41])=[O:40])=[O:31])[CH:11]=1)=[O:9]. The catalyst class is: 4. (2) Reactant: [C:1]([O:5][C:6](=[O:19])[NH:7][CH:8]([CH:16]1[CH2:18][O:17]1)[CH2:9][C:10]1[CH:15]=[CH:14][CH:13]=[CH:12][CH:11]=1)([CH3:4])([CH3:3])[CH3:2].[CH3:20][O:21][C:22]1[CH:23]=[C:24]([CH:27]=[CH:28][CH:29]=1)[CH2:25][NH2:26]. Product: [CH3:20][O:21][C:22]1[CH:23]=[C:24]([CH:27]=[CH:28][CH:29]=1)[CH2:25][NH:26][CH2:18][CH:16]([OH:17])[CH:8]([NH:7][C:6](=[O:19])[O:5][C:1]([CH3:4])([CH3:3])[CH3:2])[CH2:9][C:10]1[CH:15]=[CH:14][CH:13]=[CH:12][CH:11]=1. The catalyst class is: 41. (3) Reactant: [C:1]([NH:4][C:5]1[S:6][C:7]([C:10]2[CH:11]=[CH:12][C:13]3[O:19][CH2:18][CH2:17][N:16](C(OC(C)(C)C)=O)[CH2:15][C:14]=3[CH:27]=2)=[CH:8][N:9]=1)(=[O:3])[CH3:2].Cl. Product: [O:19]1[C:13]2[CH:12]=[CH:11][C:10]([C:7]3[S:6][C:5]([NH:4][C:1](=[O:3])[CH3:2])=[N:9][CH:8]=3)=[CH:27][C:14]=2[CH2:15][NH:16][CH2:17][CH2:18]1. The catalyst class is: 12. (4) Reactant: [NH2:1][C:2]1[CH:3]=[C:4]([CH:26]=[CH:27][CH:28]=1)[CH2:5][O:6][C:7]1[CH:15]=[C:14]([F:16])[CH:13]=[C:12]([NH:17][C:18]2[CH:23]=[CH:22][C:21]([I:24])=[CH:20][C:19]=2[F:25])[C:8]=1[C:9]([NH2:11])=[O:10].[CH2:29]([S:31](Cl)(=[O:33])=[O:32])[CH3:30]. Product: [CH2:29]([S:31]([NH:1][C:2]1[CH:3]=[C:4]([CH:26]=[CH:27][CH:28]=1)[CH2:5][O:6][C:7]1[CH:15]=[C:14]([F:16])[CH:13]=[C:12]([NH:17][C:18]2[CH:23]=[CH:22][C:21]([I:24])=[CH:20][C:19]=2[F:25])[C:8]=1[C:9]([NH2:11])=[O:10])(=[O:33])=[O:32])[CH3:30]. The catalyst class is: 300. (5) Reactant: [Cl:1][C:2]1[N:13]=[CH:12][CH:11]=[CH:10][C:3]=1[C:4](N(OC)C)=[O:5].[Cl:14][C:15]1[CH:20]=[CH:19][C:18]([Mg]Br)=[CH:17][CH:16]=1. Product: [Cl:14][C:15]1[CH:20]=[CH:19][C:18]([C:4]([C:3]2[C:2]([Cl:1])=[N:13][CH:12]=[CH:11][CH:10]=2)=[O:5])=[CH:17][CH:16]=1. The catalyst class is: 7.